Dataset: NCI-60 drug combinations with 297,098 pairs across 59 cell lines. Task: Regression. Given two drug SMILES strings and cell line genomic features, predict the synergy score measuring deviation from expected non-interaction effect. (1) Drug 1: C1=NC2=C(N=C(N=C2N1C3C(C(C(O3)CO)O)O)F)N. Drug 2: B(C(CC(C)C)NC(=O)C(CC1=CC=CC=C1)NC(=O)C2=NC=CN=C2)(O)O. Cell line: SW-620. Synergy scores: CSS=9.75, Synergy_ZIP=-2.53, Synergy_Bliss=-7.47, Synergy_Loewe=-55.5, Synergy_HSA=-10.4. (2) Drug 1: C1=CC=C(C(=C1)C(C2=CC=C(C=C2)Cl)C(Cl)Cl)Cl. Drug 2: CN(C(=O)NC(C=O)C(C(C(CO)O)O)O)N=O. Cell line: HS 578T. Synergy scores: CSS=3.02, Synergy_ZIP=5.78, Synergy_Bliss=-0.0401, Synergy_Loewe=0.145, Synergy_HSA=-0.209. (3) Drug 1: CN(C)N=NC1=C(NC=N1)C(=O)N. Drug 2: CC=C1C(=O)NC(C(=O)OC2CC(=O)NC(C(=O)NC(CSSCCC=C2)C(=O)N1)C(C)C)C(C)C. Cell line: SK-MEL-5. Synergy scores: CSS=66.1, Synergy_ZIP=0.525, Synergy_Bliss=-0.502, Synergy_Loewe=-37.8, Synergy_HSA=-0.205. (4) Drug 1: CC1=C(C=C(C=C1)NC(=O)C2=CC=C(C=C2)CN3CCN(CC3)C)NC4=NC=CC(=N4)C5=CN=CC=C5. Drug 2: CCC1=C2CN3C(=CC4=C(C3=O)COC(=O)C4(CC)O)C2=NC5=C1C=C(C=C5)O. Cell line: HCT116. Synergy scores: CSS=52.9, Synergy_ZIP=0.880, Synergy_Bliss=-1.86, Synergy_Loewe=-73.4, Synergy_HSA=-4.60. (5) Drug 1: CC12CCC(CC1=CCC3C2CCC4(C3CC=C4C5=CN=CC=C5)C)O. Drug 2: CC1=CC=C(C=C1)C2=CC(=NN2C3=CC=C(C=C3)S(=O)(=O)N)C(F)(F)F. Cell line: SR. Synergy scores: CSS=13.6, Synergy_ZIP=-6.47, Synergy_Bliss=-5.24, Synergy_Loewe=-3.99, Synergy_HSA=-4.61.